This data is from Full USPTO retrosynthesis dataset with 1.9M reactions from patents (1976-2016). The task is: Predict the reactants needed to synthesize the given product. Given the product [Cl:20][CH2:21][CH2:22][N:23]([CH2:31][CH2:32][Cl:33])[C:24]1[CH:29]=[CH:28][C:27]([NH:30][C:37](=[O:38])[NH:1][C:2]2[CH:3]=[C:4]([NH:8][C:9](=[O:18])[CH2:10][CH2:11][N:12]3[CH2:17][CH2:16][CH2:15][CH2:14][CH2:13]3)[CH:5]=[CH:6][CH:7]=2)=[CH:26][CH:25]=1, predict the reactants needed to synthesize it. The reactants are: [NH2:1][C:2]1[CH:3]=[C:4]([NH:8][C:9](=[O:18])[CH2:10][CH2:11][N:12]2[CH2:17][CH2:16][CH2:15][CH2:14][CH2:13]2)[CH:5]=[CH:6][CH:7]=1.Cl.[Cl:20][CH2:21][CH2:22][N:23]([CH2:31][CH2:32][Cl:33])[C:24]1[CH:29]=[CH:28][C:27]([NH2:30])=[CH:26][CH:25]=1.CN([CH:37]=[O:38])C.